Dataset: Forward reaction prediction with 1.9M reactions from USPTO patents (1976-2016). Task: Predict the product of the given reaction. (1) Given the reactants [CH3:1][C:2]([C:5]1[N:13]=[C:8]2[CH:9]=[N:10][CH:11]=[CH:12][N:7]2[N:6]=1)([CH3:4])[CH3:3], predict the reaction product. The product is: [CH3:4][C:2]([C:5]1[N:13]=[C:8]2[CH2:9][NH:10][CH2:11][CH2:12][N:7]2[N:6]=1)([CH3:1])[CH3:3]. (2) The product is: [Br:1][C:2]1[CH:7]=[C:6]([O:8][CH3:9])[CH:5]=[C:4]([N+:10]([O-:12])=[O:11])[C:3]=1[O:13][CH3:14]. Given the reactants [Br:1][C:2]1[CH:7]=[C:6]([O:8][CH3:9])[CH:5]=[C:4]([N+:10]([O-:12])=[O:11])[C:3]=1[OH:13].[C:14]([O-])([O-])=O.[Cs+].[Cs+].COS(OC)(=O)=O, predict the reaction product. (3) Given the reactants [CH3:1][O:2][C:3]1[N:8]=[CH:7][C:6]([N:9]2[C:13]([C:14]3[CH:18]=[CH:17][NH:16][N:15]=3)=[CH:12][C:11]([C:19]([OH:21])=O)=[N:10]2)=[CH:5][CH:4]=1.[C:22]([NH2:26])([CH3:25])([CH3:24])[CH3:23], predict the reaction product. The product is: [C:22]([NH:26][C:19]([C:11]1[CH:12]=[C:13]([C:14]2[CH:18]=[CH:17][NH:16][N:15]=2)[N:9]([C:6]2[CH:7]=[N:8][C:3]([O:2][CH3:1])=[CH:4][CH:5]=2)[N:10]=1)=[O:21])([CH3:25])([CH3:24])[CH3:23]. (4) Given the reactants [NH:1]1[CH2:6][CH2:5][O:4][CH2:3][CH2:2]1.[Cl:7][C:8]1[CH:9]=[CH:10][C:11]([N+:16]([O-:18])=[O:17])=[C:12]([CH:15]=1)[CH:13]=O.C(O[BH-](OC(=O)C)OC(=O)C)(=O)C.[Na+].CC(O)=O.C([O-])([O-])=O.[Na+].[Na+], predict the reaction product. The product is: [Cl:7][C:8]1[CH:9]=[CH:10][C:11]([N+:16]([O-:18])=[O:17])=[C:12]([CH:15]=1)[CH2:13][N:1]1[CH2:6][CH2:5][O:4][CH2:3][CH2:2]1. (5) Given the reactants C[O:2][C:3]([C:5]1[CH:6]=[CH:7][C:8]2[O:12][C:11]([NH:13][CH:14]3[CH2:19][CH2:18][N:17]([CH2:20][C:21]4[CH:26]=[C:25]([O:27][CH2:28][CH3:29])[C:24]([F:30])=[C:23]([O:31][CH2:32][CH3:33])[CH:22]=4)[CH2:16][CH2:15]3)=[N:10][C:9]=2[CH:34]=1)=O.[H-].[Al+3].[Li+].[H-].[H-].[H-], predict the reaction product. The product is: [CH2:32]([O:31][C:23]1[CH:22]=[C:21]([CH:26]=[C:25]([O:27][CH2:28][CH3:29])[C:24]=1[F:30])[CH2:20][N:17]1[CH2:16][CH2:15][CH:14]([NH:13][C:11]2[O:12][C:8]3[CH:7]=[CH:6][C:5]([CH2:3][OH:2])=[CH:34][C:9]=3[N:10]=2)[CH2:19][CH2:18]1)[CH3:33]. (6) Given the reactants [Cl:1][C:2]1[N:3]=[C:4]([C:9]([NH:11][C@H:12]2[CH2:17][CH2:16][N:15]([C:18]3[S:19][C:20]([C:26]([O:28][CH2:29][CH3:30])=[O:27])=[C:21]([C:23](O)=[O:24])[N:22]=3)[CH2:14][C@H:13]2[O:31][CH2:32][CH3:33])=[O:10])[NH:5][C:6]=1[CH2:7][CH3:8].[NH2:34][CH:35]([CH3:38])[CH2:36][OH:37].CCN=C=NCCCN(C)C.Cl.ON1C2C=CC=CC=2N=N1, predict the reaction product. The product is: [Cl:1][C:2]1[N:3]=[C:4]([C:9]([NH:11][C@H:12]2[CH2:17][CH2:16][N:15]([C:18]3[S:19][C:20]([C:26]([O:28][CH2:29][CH3:30])=[O:27])=[C:21]([C:23](=[O:24])[NH:34][CH:35]([CH3:38])[CH2:36][OH:37])[N:22]=3)[CH2:14][C@H:13]2[O:31][CH2:32][CH3:33])=[O:10])[NH:5][C:6]=1[CH2:7][CH3:8]. (7) The product is: [NH2:20][CH2:19][C:18]1[CH:21]=[CH:22][C:15]([NH:7][C:6]2[CH:8]=[CH:9][C:3]([S:2][CH3:1])=[CH:4][C:5]=2[C:10]([F:11])([F:12])[F:13])=[CH:16][CH:17]=1. Given the reactants [CH3:1][S:2][C:3]1[CH:9]=[CH:8][C:6]([NH2:7])=[C:5]([C:10]([F:13])([F:12])[F:11])[CH:4]=1.F[C:15]1[CH:22]=[CH:21][C:18]([C:19]#[N:20])=[CH:17][CH:16]=1, predict the reaction product.